This data is from Full USPTO retrosynthesis dataset with 1.9M reactions from patents (1976-2016). The task is: Predict the reactants needed to synthesize the given product. Given the product [OH:47][CH:42]1[CH2:41][CH:40]2[N:39]([CH2:38][C:37]3[CH:36]=[CH:35][C:34]([C:9]4[CH:31]=[N:30][C:12]5[N:13]([CH2:22][O:23][CH2:24][CH2:25][Si:26]([CH3:29])([CH3:27])[CH3:28])[C:14]6[CH:19]=[N:18][C:17]([C:20]#[N:21])=[CH:16][C:15]=6[C:11]=5[CH:10]=4)=[CH:49][CH:48]=3)[CH:44]([CH2:45][CH2:46]2)[CH2:43]1, predict the reactants needed to synthesize it. The reactants are: CC1(C)C(C)(C)OB([C:9]2[CH:31]=[N:30][C:12]3[N:13]([CH2:22][O:23][CH2:24][CH2:25][Si:26]([CH3:29])([CH3:28])[CH3:27])[C:14]4[CH:19]=[N:18][C:17]([C:20]#[N:21])=[CH:16][C:15]=4[C:11]=3[CH:10]=2)O1.Br[C:34]1[CH:49]=[CH:48][C:37]([CH2:38][N:39]2[CH:44]3[CH2:45][CH2:46][CH:40]2[CH2:41][CH:42]([OH:47])[CH2:43]3)=[CH:36][CH:35]=1.C(=O)([O-])[O-].[Cs+].[Cs+].O.